Predict the product of the given reaction. From a dataset of Forward reaction prediction with 1.9M reactions from USPTO patents (1976-2016). (1) Given the reactants ClC1C=C2[C:8](=[CH:9][CH:10]=1)[N:7](S(C1C=CC=CC=1)(=O)=O)[C:6](C(OCC)=O)=C2S(Cl)(=O)=O.[I:29][C:30]1[CH:31]=[C:32]2[C:36](=[CH:37][CH:38]=1)[N:35](S(C1C=CC=CC=1)(=O)=O)[C:34]([C:48]([O:50]CC)=O)=[C:33]2[S:53](Cl)(=[O:55])=[O:54].Cl.C[NH2:59], predict the reaction product. The product is: [I:29][C:30]1[CH:31]=[C:32]2[C:36](=[CH:37][CH:38]=1)[NH:35][C:34]([C:48]([NH2:59])=[O:50])=[C:33]2[S:53]([N:7]([CH:8]1[CH2:9][CH2:10]1)[CH3:6])(=[O:54])=[O:55]. (2) Given the reactants [SH:1][CH2:2][C:3]([O:5][CH3:6])=[O:4].CS(O[CH2:12][CH2:13][C:14]1[CH:19]=[CH:18][CH:17]=[CH:16][C:15]=1[Br:20])(=O)=O.N1CCCN2CCCCCC=12, predict the reaction product. The product is: [CH3:6][O:5][C:3](=[O:4])[CH2:2][S:1][CH2:12][CH2:13][C:14]1[CH:19]=[CH:18][CH:17]=[CH:16][C:15]=1[Br:20]. (3) The product is: [Cl:27][C:25]1[CH:24]=[CH:23][C:22]([O:28][CH:29]([F:31])[F:30])=[C:21]([C:6]2[C:7]([NH:9][C:10]([C:12]3[CH:13]=[N:14][N:15]4[CH:20]=[CH:19][CH:18]=[N:17][C:16]=34)=[O:11])=[CH:8][N:4]([CH2:3][CH2:2][NH:40][C@@H:38]([C:32]3[CH:37]=[CH:36][CH:35]=[CH:34][CH:33]=3)[CH3:39])[N:5]=2)[CH:26]=1. Given the reactants Br[CH2:2][CH2:3][N:4]1[CH:8]=[C:7]([NH:9][C:10]([C:12]2[CH:13]=[N:14][N:15]3[CH:20]=[CH:19][CH:18]=[N:17][C:16]=23)=[O:11])[C:6]([C:21]2[CH:26]=[C:25]([Cl:27])[CH:24]=[CH:23][C:22]=2[O:28][CH:29]([F:31])[F:30])=[N:5]1.[C:32]1([C@H:38]([NH2:40])[CH3:39])[CH:37]=[CH:36][CH:35]=[CH:34][CH:33]=1.CC#N, predict the reaction product. (4) Given the reactants [C:1]([C:3]1[CH:8]=[CH:7][N+:6]([O-])=[CH:5][CH:4]=1)#[N:2].FC(F)(F)C(OC(=O)C(F)(F)F)=[O:13], predict the reaction product. The product is: [C:1]([C:3]1[CH:8]=[CH:7][NH:6][C:5](=[O:13])[CH:4]=1)#[N:2].